Dataset: Full USPTO retrosynthesis dataset with 1.9M reactions from patents (1976-2016). Task: Predict the reactants needed to synthesize the given product. (1) Given the product [Br:1][C:2]1[CH:3]=[N:4][C:5]2[C:10]([CH:11]=1)=[CH:9][C:8]([O:12][CH:13]([S:22][CH3:23])[C:14]([NH:16][C:17]([CH3:21])([CH3:20])[CH:18]=[N:36][O:35][CH2:31][CH2:32][CH2:33][CH3:34])=[O:15])=[CH:7][CH:6]=2, predict the reactants needed to synthesize it. The reactants are: [Br:1][C:2]1[CH:3]=[N:4][C:5]2[C:10]([CH:11]=1)=[CH:9][C:8]([O:12][CH:13]([S:22][CH3:23])[C:14]([NH:16][C:17]([CH3:21])([CH3:20])[CH:18]=O)=[O:15])=[CH:7][CH:6]=2.N1C=CC=CC=1.Cl.[CH2:31]([O:35][NH2:36])[CH2:32][CH2:33][CH3:34].C([O-])(O)=O.[Na+]. (2) Given the product [Br:8][C:6]1[CH:7]=[C:2]([NH:17][CH:16]([CH:18]([CH3:20])[CH3:19])[C:15]([O:14][C:10]([CH3:12])([CH3:11])[CH3:13])=[O:21])[CH:3]=[N:4][CH:5]=1, predict the reactants needed to synthesize it. The reactants are: Br[C:2]1[CH:3]=[N:4][CH:5]=[C:6]([Br:8])[CH:7]=1.Cl.[C:10]([O:14][C:15](=[O:21])[C@@H:16]([CH:18]([CH3:20])[CH3:19])[NH2:17])([CH3:13])([CH3:12])[CH3:11].CC(C)([O-])C.[Na+].C1C=CC(P(C2C(C3C(P(C4C=CC=CC=4)C4C=CC=CC=4)=CC=C4C=3C=CC=C4)=C3C(C=CC=C3)=CC=2)C2C=CC=CC=2)=CC=1. (3) Given the product [F:1][C:2]1[CH:3]=[C:4]([CH:22]=[CH:23][C:24]=1[F:25])[CH2:5][C@@H:6]1[CH2:11][C@@H:10]([C:12]2[O:16][NH:15][C:14](=[O:17])[CH:13]=2)[CH2:9][CH2:8][N:7]1[C:18]([O:20][CH3:21])=[O:19].[F:1][C:2]1[CH:3]=[C:4]([CH:22]=[CH:23][C:24]=1[F:25])[CH2:5][C@H:6]1[CH2:11][C@H:10]([C:12]2[O:16][NH:15][C:14](=[O:17])[CH:13]=2)[CH2:9][CH2:8][N:7]1[C:18]([O:20][CH3:21])=[O:19], predict the reactants needed to synthesize it. The reactants are: [F:1][C:2]1[CH:3]=[C:4]([CH:22]=[CH:23][C:24]=1[F:25])[CH2:5][C@H:6]1[CH2:11][C@H:10]([C:12]2[O:16][NH:15][C:14](=[O:17])[CH:13]=2)[CH2:9][CH2:8][N:7]1[C:18]([O:20][CH3:21])=[O:19]. (4) Given the product [NH2:1][C:4]1[CH:9]=[CH:8][CH:7]=[CH:6][C:5]=1[NH:10][CH:11]1[CH2:16][CH2:15][CH2:14][N:13]([C:17]([O:19][C:20]([CH3:23])([CH3:22])[CH3:21])=[O:18])[CH2:12]1, predict the reactants needed to synthesize it. The reactants are: [N+:1]([C:4]1[CH:9]=[CH:8][CH:7]=[CH:6][C:5]=1[NH:10][CH:11]1[CH2:16][CH2:15][CH2:14][N:13]([C:17]([O:19][C:20]([CH3:23])([CH3:22])[CH3:21])=[O:18])[CH2:12]1)([O-])=O. (5) Given the product [NH2:1][C:2]1[N:7]=[CH:6][N:5]=[C:4]2[N:8]([CH2:25][C@H:26]3[CH2:30][CH2:29][CH2:28][N:27]3[C:31](=[O:35])[C:32]([C:33]#[N:34])=[CH:40][C:37]([NH:41][C:42](=[O:48])[O:43][C:44]([CH3:47])([CH3:46])[CH3:45])([CH3:36])[CH3:38])[N:9]=[C:10]([C:11]3[CH:16]=[CH:15][C:14]([O:17][C:18]4[CH:19]=[CH:20][CH:21]=[CH:22][CH:23]=4)=[CH:13][C:12]=3[F:24])[C:3]=12, predict the reactants needed to synthesize it. The reactants are: [NH2:1][C:2]1[N:7]=[CH:6][N:5]=[C:4]2[N:8]([CH2:25][C@H:26]3[CH2:30][CH2:29][CH2:28][N:27]3[C:31](=[O:35])[CH2:32][C:33]#[N:34])[N:9]=[C:10]([C:11]3[CH:16]=[CH:15][C:14]([O:17][C:18]4[CH:23]=[CH:22][CH:21]=[CH:20][CH:19]=4)=[CH:13][C:12]=3[F:24])[C:3]=12.[CH3:36][C:37]([NH:41][C:42](=[O:48])[O:43][C:44]([CH3:47])([CH3:46])[CH3:45])([CH3:40])[CH:38]=O.N1CCCCC1. (6) Given the product [CH2:1]([O:8][C:9]1[CH:10]=[CH:11][C:12]([C:15]2[N:19]([C:20]3[CH:25]=[CH:24][C:23]([Cl:26])=[CH:22][C:21]=3[CH3:27])[N:18]=[C:17]([C:28]([OH:30])=[O:29])[C:16]=2[CH3:33])=[CH:13][CH:14]=1)[C:2]1[CH:7]=[CH:6][CH:5]=[CH:4][CH:3]=1, predict the reactants needed to synthesize it. The reactants are: [CH2:1]([O:8][C:9]1[CH:14]=[CH:13][C:12]([C:15]2[N:19]([C:20]3[CH:25]=[CH:24][C:23]([Cl:26])=[CH:22][C:21]=3[CH3:27])[N:18]=[C:17]([C:28]([O:30]CC)=[O:29])[C:16]=2[CH3:33])=[CH:11][CH:10]=1)[C:2]1[CH:7]=[CH:6][CH:5]=[CH:4][CH:3]=1.[OH-].[Na+]. (7) Given the product [CH3:1][O:2][C:3](=[O:19])[CH:4]([O:16][CH2:17][CH3:18])[CH2:5][C:6]1[C:11]2[S:12][CH:13]=[CH:14][C:10]=2[C:9]([O:15][CH2:34][CH2:33][C:31]2[N:32]=[C:28]([C:25]3[CH:26]=[CH:27][C:22]([O:21][CH3:20])=[CH:23][CH:24]=3)[O:29][C:30]=2[CH3:36])=[CH:8][CH:7]=1, predict the reactants needed to synthesize it. The reactants are: [CH3:1][O:2][C:3](=[O:19])[CH:4]([O:16][CH2:17][CH3:18])[CH2:5][C:6]1[C:11]2[S:12][CH:13]=[CH:14][C:10]=2[C:9]([OH:15])=[CH:8][CH:7]=1.[CH3:20][O:21][C:22]1[CH:27]=[CH:26][C:25]([C:28]2[O:29][C:30]([CH3:36])=[C:31]([CH2:33][CH2:34]O)[N:32]=2)=[CH:24][CH:23]=1.C1(P(C2C=CC=CC=2)C2C=CC=CC=2)C=CC=CC=1.N(C(OCC)=O)=NC(OCC)=O.